From a dataset of NCI-60 drug combinations with 297,098 pairs across 59 cell lines. Regression. Given two drug SMILES strings and cell line genomic features, predict the synergy score measuring deviation from expected non-interaction effect. (1) Drug 1: C1CC(C1)(C(=O)O)C(=O)O.[NH2-].[NH2-].[Pt+2]. Drug 2: B(C(CC(C)C)NC(=O)C(CC1=CC=CC=C1)NC(=O)C2=NC=CN=C2)(O)O. Cell line: OVCAR-8. Synergy scores: CSS=61.7, Synergy_ZIP=-1.94, Synergy_Bliss=-1.10, Synergy_Loewe=-22.2, Synergy_HSA=-1.45. (2) Drug 1: CN(C)N=NC1=C(NC=N1)C(=O)N. Drug 2: CC12CCC3C(C1CCC2OP(=O)(O)O)CCC4=C3C=CC(=C4)OC(=O)N(CCCl)CCCl.[Na+]. Cell line: MDA-MB-435. Synergy scores: CSS=-5.60, Synergy_ZIP=-0.508, Synergy_Bliss=-4.94, Synergy_Loewe=-11.4, Synergy_HSA=-9.34. (3) Drug 1: C1CN1P(=S)(N2CC2)N3CC3. Drug 2: CC(C)NC(=O)C1=CC=C(C=C1)CNNC.Cl. Cell line: HOP-62. Synergy scores: CSS=18.6, Synergy_ZIP=-6.43, Synergy_Bliss=-0.398, Synergy_Loewe=-10.0, Synergy_HSA=-4.38. (4) Drug 1: CN(C)C1=NC(=NC(=N1)N(C)C)N(C)C. Drug 2: CC1=C(N=C(N=C1N)C(CC(=O)N)NCC(C(=O)N)N)C(=O)NC(C(C2=CN=CN2)OC3C(C(C(C(O3)CO)O)O)OC4C(C(C(C(O4)CO)O)OC(=O)N)O)C(=O)NC(C)C(C(C)C(=O)NC(C(C)O)C(=O)NCCC5=NC(=CS5)C6=NC(=CS6)C(=O)NCCC[S+](C)C)O. Cell line: U251. Synergy scores: CSS=1.52, Synergy_ZIP=-0.744, Synergy_Bliss=0.843, Synergy_Loewe=-8.80, Synergy_HSA=-2.25. (5) Drug 1: CC1=CC=C(C=C1)C2=CC(=NN2C3=CC=C(C=C3)S(=O)(=O)N)C(F)(F)F. Drug 2: CC(C)(C#N)C1=CC(=CC(=C1)CN2C=NC=N2)C(C)(C)C#N. Cell line: CAKI-1. Synergy scores: CSS=-2.44, Synergy_ZIP=1.34, Synergy_Bliss=2.92, Synergy_Loewe=-2.21, Synergy_HSA=-1.72. (6) Drug 1: CC1=C2C(C(=O)C3(C(CC4C(C3C(C(C2(C)C)(CC1OC(=O)C(C(C5=CC=CC=C5)NC(=O)OC(C)(C)C)O)O)OC(=O)C6=CC=CC=C6)(CO4)OC(=O)C)O)C)O. Drug 2: CC1C(C(CC(O1)OC2CC(CC3=C2C(=C4C(=C3O)C(=O)C5=CC=CC=C5C4=O)O)(C(=O)C)O)N)O. Cell line: A498. Synergy scores: CSS=75.8, Synergy_ZIP=-4.10, Synergy_Bliss=-4.41, Synergy_Loewe=2.02, Synergy_HSA=3.61. (7) Drug 1: C1=NC2=C(N=C(N=C2N1C3C(C(C(O3)CO)O)O)F)N. Drug 2: CC1=C(C(=CC=C1)Cl)NC(=O)C2=CN=C(S2)NC3=CC(=NC(=N3)C)N4CCN(CC4)CCO. Cell line: HL-60(TB). Synergy scores: CSS=54.2, Synergy_ZIP=-3.19, Synergy_Bliss=-3.99, Synergy_Loewe=-1.57, Synergy_HSA=-2.91.